From a dataset of Forward reaction prediction with 1.9M reactions from USPTO patents (1976-2016). Predict the product of the given reaction. (1) Given the reactants [F:1][C:2]([F:23])([F:22])[S:3]([O:6][C:7]1[CH2:13][CH:12]2[N:14](C(OC(C)(C)C)=O)[CH:9]([CH2:10][CH2:11]2)[CH:8]=1)(=[O:5])=[O:4].[ClH:24], predict the reaction product. The product is: [ClH:24].[F:23][C:2]([S:3]([O:6][C:7]1[CH2:8][CH:9]2[NH:14][CH:12]([CH2:11][CH2:10]2)[CH:13]=1)(=[O:4])=[O:5])([F:22])[F:1]. (2) Given the reactants [CH3:1][C:2]1[CH:7]=[CH:6][N:5]=[C:4]([N:8]2[CH2:13][CH2:12][N:11]([S:14]([CH3:17])(=[O:16])=[O:15])[CH2:10][CH2:9]2)[CH:3]=1.C[Si]([N-][Si](C)(C)C)(C)C.[Li+].[P:28](Cl)([O:33][CH2:34][CH3:35])([O:30][CH2:31][CH3:32])=[O:29].[Cl-].[NH4+], predict the reaction product. The product is: [CH2:31]([O:30][P:28]([CH2:17][S:14]([N:11]1[CH2:12][CH2:13][N:8]([C:4]2[CH:3]=[C:2]([CH3:1])[CH:7]=[CH:6][N:5]=2)[CH2:9][CH2:10]1)(=[O:16])=[O:15])([O:33][CH2:34][CH3:35])=[O:29])[CH3:32].